Dataset: Forward reaction prediction with 1.9M reactions from USPTO patents (1976-2016). Task: Predict the product of the given reaction. (1) Given the reactants [CH3:1][N:2]([CH:4]=[O:5])[CH3:3].[Br:6][C:7]1C(O)=NC=[C:11]([I:13])[CH:12]=1.IC.C([O-])([O-])=O.[K+].[K+], predict the reaction product. The product is: [Br:6][C:7]1[C:4](=[O:5])[N:2]([CH3:3])[CH:1]=[C:11]([I:13])[CH:12]=1. (2) Given the reactants C([O-])(=O)C.[Na+].C(O[C:9](=[O:26])[C:10](=[N:16][NH:17][C:18](=[O:25])[CH2:19][C:20]([O:22][CH2:23][CH3:24])=[O:21])[CH2:11][C:12]([CH3:15])([CH3:14])[CH3:13])C.Cl, predict the reaction product. The product is: [CH2:23]([O:22][C:20]([C:19]1[C:18](=[O:25])[NH:17][N:16]=[C:10]([CH2:11][C:12]([CH3:13])([CH3:14])[CH3:15])[C:9]=1[OH:26])=[O:21])[CH3:24]. (3) Given the reactants [Br:1][C:2]1[CH:11]=[CH:10][CH:9]=[C:8]2[C:3]=1[CH:4]=[CH:5][C:6]([S:12]([OH:15])(=[O:14])=[O:13])=[CH:7]2.S(Cl)(Cl)=O.[F:20][C:21]1[C:26]([F:27])=[C:25]([F:28])[C:24]([F:29])=[C:23]([F:30])[C:22]=1O.C(N(CC)CC)C, predict the reaction product. The product is: [Br:1][C:2]1[CH:11]=[CH:10][CH:9]=[C:8]2[C:3]=1[CH:4]=[CH:5][C:6]([S:12]([O:15][C:22]1[C:23]([F:30])=[C:24]([F:29])[C:25]([F:28])=[C:26]([F:27])[C:21]=1[F:20])(=[O:14])=[O:13])=[CH:7]2. (4) Given the reactants [Cl:1][C:2]1[CH:7]=[CH:6][C:5]([C:8]([C:10]2[CH:15]=[CH:14][C:13]([F:16])=[CH:12][CH:11]=2)=O)=[C:4]([OH:17])[CH:3]=1.[C:18]([CH2:23][CH:24]=P(C1C=CC=CC=1)(C1C=CC=CC=1)C1C=CC=CC=1)(OCC)=[O:19].[Cl-].[NH4+], predict the reaction product. The product is: [Cl:1][C:2]1[CH:3]=[C:4]2[C:5]([C:8]([C:10]3[CH:15]=[CH:14][C:13]([F:16])=[CH:12][CH:11]=3)=[C:23]([CH3:24])[C:18](=[O:19])[O:17]2)=[CH:6][CH:7]=1. (5) Given the reactants BrC1C=[CH:6][C:5]([C@H:8]2[C:17]3[C:12](=[CH:13][CH:14]=[C:15]([OH:18])[CH:16]=3)[C@@H:11]3[CH2:19][CH2:20][C:21](=O)[N:10]3[CH2:9]2)=[CH:4][CH:3]=1.C1([C@H:29]2[C:38]3[C:33](=CC=C(O)C=3)[C@@H:32]3[CH2:40][CH2:41][C:42](=O)[N:31]3[CH2:30]2)C=CC=CC=1, predict the reaction product. The product is: [N:31]1([CH2:42][CH2:41][CH2:40][O:18][C:15]2[CH:16]=[C:17]3[C:12](=[CH:13][CH:14]=2)[C@@H:11]2[CH2:19][CH2:20][CH2:21][N:10]2[CH2:9][C@H:8]3[C:5]2[CH:4]=[CH:3][C:8]([C:9]#[N:10])=[CH:5][CH:6]=2)[CH2:30][CH2:29][CH2:38][CH2:33][CH2:32]1.